Dataset: Forward reaction prediction with 1.9M reactions from USPTO patents (1976-2016). Task: Predict the product of the given reaction. (1) The product is: [CH:1]1([N:4]([CH2:29][C:30]2[CH:35]=[C:34]([CH2:36][CH2:37][CH2:38][O:39][CH3:40])[CH:33]=[C:32]([O:41][CH2:42][CH2:43][O:44][CH3:45])[CH:31]=2)[C:5]([CH:7]2[C:12]([OH:21])([C:13]3[CH:18]=[CH:17][CH:16]=[CH:15][C:14]=3[O:19][CH3:20])[CH2:11][CH2:10][NH:9][CH2:8]2)=[O:6])[CH2:3][CH2:2]1. Given the reactants [CH:1]1([N:4]([CH2:29][C:30]2[CH:35]=[C:34]([CH2:36][CH2:37][CH2:38][O:39][CH3:40])[CH:33]=[C:32]([O:41][CH2:42][CH2:43][O:44][CH3:45])[CH:31]=2)[C:5]([C@@H:7]2[C@@:12]([OH:21])([C:13]3[CH:18]=[CH:17][CH:16]=[CH:15][C:14]=3[O:19][CH3:20])[CH2:11][CH2:10][N:9](C(OC(C)(C)C)=O)[CH2:8]2)=[O:6])[CH2:3][CH2:2]1.Cl, predict the reaction product. (2) Given the reactants [C:1]([C:9]1[C:19]([N+:20]([O-:22])=[O:21])=[C:18]([OH:23])[C:17]([O:24]C)=[CH:16][C:10]=1[C:11]([O:13][CH2:14][CH3:15])=[O:12])(=[O:8])[C:2]1[CH:7]=[CH:6][CH:5]=[CH:4][CH:3]=1.C(OCC)(=O)C.[Cl-].[Al+3].[Cl-].[Cl-].Cl, predict the reaction product. The product is: [C:1]([C:9]1[C:19]([N+:20]([O-:22])=[O:21])=[C:18]([OH:23])[C:17]([OH:24])=[CH:16][C:10]=1[C:11]([O:13][CH2:14][CH3:15])=[O:12])(=[O:8])[C:2]1[CH:7]=[CH:6][CH:5]=[CH:4][CH:3]=1. (3) The product is: [Br:1][C:2]1[CH:3]=[N:4][N:5]2[CH:10]=[CH:9][C:8]([C:11]([N:24]([C:25]3[CH:32]=[CH:31][C:28]([C:29]#[N:30])=[CH:27][N:26]=3)[CH:22]3[CH2:21][O:20][CH2:23]3)=[O:13])=[CH:7][C:6]=12. Given the reactants [Br:1][C:2]1[CH:3]=[N:4][N:5]2[CH:10]=[CH:9][C:8]([C:11]([OH:13])=O)=[CH:7][C:6]=12.C(Cl)(=O)C(Cl)=O.[O:20]1[CH2:23][CH:22]([NH:24][C:25]2[CH:32]=[CH:31][C:28]([C:29]#[N:30])=[CH:27][N:26]=2)[CH2:21]1.[H-].[Na+], predict the reaction product. (4) The product is: [C:1]1([O:7][C:8]([N:16]2[CH:17]([CH2:21][CH2:22][CH2:23][CH2:24][CH3:25])[CH:18]=[CH:19][C:14]([C:13]([O:12][CH3:11])=[O:20])=[CH:15]2)=[O:9])[CH:6]=[CH:5][CH:4]=[CH:3][CH:2]=1. Given the reactants [C:1]1([O:7][C:8](Cl)=[O:9])[CH:6]=[CH:5][CH:4]=[CH:3][CH:2]=1.[CH3:11][O:12][C:13](=[O:20])[C:14]1[CH:19]=[CH:18][CH:17]=[N:16][CH:15]=1.[CH2:21]([Mg]Br)[CH2:22][CH2:23][CH2:24][CH3:25], predict the reaction product. (5) Given the reactants [CH2:1]([O:8][CH2:9][N:10]1[C:15](=[O:16])[C:14]([Br:17])=[N:13][N:12]([CH2:18][C:19](F)(F)C2C=CC=CC=2)[C:11]1=[O:28])[C:2]1[CH:7]=[CH:6][CH:5]=[CH:4][CH:3]=1.[N:29]1(CCO)[C:33]2=[N:34][CH:35]=[CH:36][CH:37]=[C:32]2[CH:31]=[CH:30]1, predict the reaction product. The product is: [N:29]1([CH2:19][CH2:18][N:12]2[C:11](=[O:28])[N:10]([CH2:9][O:8][CH2:1][C:2]3[CH:3]=[CH:4][CH:5]=[CH:6][CH:7]=3)[C:15](=[O:16])[C:14]([Br:17])=[N:13]2)[C:33]2=[N:34][CH:35]=[CH:36][CH:37]=[C:32]2[CH:31]=[CH:30]1.